Dataset: Full USPTO retrosynthesis dataset with 1.9M reactions from patents (1976-2016). Task: Predict the reactants needed to synthesize the given product. (1) Given the product [F:1][C:2]1[CH:7]=[CH:6][C:5]([CH2:8][CH:9]([C:13]2[CH:14]=[CH:15][C:16]([S:19]([CH3:22])(=[O:20])=[O:21])=[CH:17][CH:18]=2)[C:10]([NH:30][C:28]2[CH:27]=[N:26][CH:25]=[C:24]([Cl:23])[N:29]=2)=[O:11])=[CH:4][CH:3]=1, predict the reactants needed to synthesize it. The reactants are: [F:1][C:2]1[CH:7]=[CH:6][C:5]([CH2:8][CH:9]([C:13]2[CH:18]=[CH:17][C:16]([S:19]([CH3:22])(=[O:21])=[O:20])=[CH:15][CH:14]=2)[C:10](O)=[O:11])=[CH:4][CH:3]=1.[Cl:23][C:24]1[N:29]=[C:28]([NH2:30])[CH:27]=[N:26][CH:25]=1.CCN=C=NCCCN(C)C.Cl. (2) Given the product [CH3:7][O:8][C:9](=[O:35])[CH:10]([NH:19][C:20]1[CH:25]=[CH:24][CH:23]=[CH:22][C:21]=1[C:26](=[O:34])[C:27]1[CH:32]=[CH:31][C:30]([F:33])=[CH:29][CH:28]=1)[CH2:11][C:12]1[CH:13]=[CH:14][C:15]([O:18][CH2:38][CH2:37][Br:36])=[CH:16][CH:17]=1, predict the reactants needed to synthesize it. The reactants are: C(=O)([O-])[O-].[K+].[K+].[CH3:7][O:8][C:9](=[O:35])[CH:10]([NH:19][C:20]1[CH:25]=[CH:24][CH:23]=[CH:22][C:21]=1[C:26](=[O:34])[C:27]1[CH:32]=[CH:31][C:30]([F:33])=[CH:29][CH:28]=1)[CH2:11][C:12]1[CH:17]=[CH:16][C:15]([OH:18])=[CH:14][CH:13]=1.[Br:36][CH2:37][CH2:38]Br.